From a dataset of NCI-60 drug combinations with 297,098 pairs across 59 cell lines. Regression. Given two drug SMILES strings and cell line genomic features, predict the synergy score measuring deviation from expected non-interaction effect. Drug 1: CCC1(CC2CC(C3=C(CCN(C2)C1)C4=CC=CC=C4N3)(C5=C(C=C6C(=C5)C78CCN9C7C(C=CC9)(C(C(C8N6C)(C(=O)OC)O)OC(=O)C)CC)OC)C(=O)OC)O.OS(=O)(=O)O. Drug 2: CC(C)NC(=O)C1=CC=C(C=C1)CNNC.Cl. Cell line: NCI-H460. Synergy scores: CSS=2.88, Synergy_ZIP=-0.520, Synergy_Bliss=1.09, Synergy_Loewe=0.719, Synergy_HSA=1.15.